Dataset: NCI-60 drug combinations with 297,098 pairs across 59 cell lines. Task: Regression. Given two drug SMILES strings and cell line genomic features, predict the synergy score measuring deviation from expected non-interaction effect. (1) Drug 1: B(C(CC(C)C)NC(=O)C(CC1=CC=CC=C1)NC(=O)C2=NC=CN=C2)(O)O. Drug 2: CCC1=C2N=C(C=C(N2N=C1)NCC3=C[N+](=CC=C3)[O-])N4CCCCC4CCO. Cell line: T-47D. Synergy scores: CSS=64.7, Synergy_ZIP=1.64, Synergy_Bliss=-0.461, Synergy_Loewe=-9.90, Synergy_HSA=1.48. (2) Drug 1: CN1C2=C(C=C(C=C2)N(CCCl)CCCl)N=C1CCCC(=O)O.Cl. Drug 2: C(CN)CNCCSP(=O)(O)O. Cell line: DU-145. Synergy scores: CSS=-0.280, Synergy_ZIP=1.64, Synergy_Bliss=3.41, Synergy_Loewe=-0.734, Synergy_HSA=0.178. (3) Drug 1: CC1=C2C(C(=O)C3(C(CC4C(C3C(C(C2(C)C)(CC1OC(=O)C(C(C5=CC=CC=C5)NC(=O)OC(C)(C)C)O)O)OC(=O)C6=CC=CC=C6)(CO4)OC(=O)C)OC)C)OC. Drug 2: C1CN1P(=S)(N2CC2)N3CC3. Cell line: OVCAR-8. Synergy scores: CSS=66.3, Synergy_ZIP=4.59, Synergy_Bliss=2.78, Synergy_Loewe=3.47, Synergy_HSA=5.51. (4) Drug 1: CC(C1=C(C=CC(=C1Cl)F)Cl)OC2=C(N=CC(=C2)C3=CN(N=C3)C4CCNCC4)N. Drug 2: C1CC(=O)NC(=O)C1N2C(=O)C3=CC=CC=C3C2=O. Cell line: NCI-H460. Synergy scores: CSS=0.161, Synergy_ZIP=-1.59, Synergy_Bliss=-0.967, Synergy_Loewe=-8.44, Synergy_HSA=-1.84.